Predict the reactants needed to synthesize the given product. From a dataset of Full USPTO retrosynthesis dataset with 1.9M reactions from patents (1976-2016). (1) Given the product [Si:19]([O:10][CH2:9][C:5]1[C:4]([O:11][CH3:12])=[CH:3][C:2]([NH2:1])=[C:7]([Cl:8])[CH:6]=1)([C:22]([CH3:24])([CH3:14])[CH3:23])([CH3:21])[CH3:20], predict the reactants needed to synthesize it. The reactants are: [NH2:1][C:2]1[C:7]([Cl:8])=[CH:6][C:5]([CH2:9][OH:10])=[C:4]([O:11][CH3:12])[CH:3]=1.N1C=CN=[CH:14]1.Cl[Si:19]([CH:22]([CH3:24])[CH3:23])([CH3:21])[CH3:20]. (2) Given the product [CH3:20][O:21][C:22]([C:24]1[C:32]2[C:27](=[CH:28][C:29]([N:33]3[CH2:38][CH2:37][CH:36]([O:39][CH2:42][C:43]4[C:44]([C:51]5[C:52]([Cl:58])=[CH:53][CH:54]=[CH:55][C:56]=5[Cl:57])=[N:45][O:46][C:47]=4[CH:48]4[CH2:50][CH2:49]4)[CH2:35][CH2:34]3)=[CH:30][CH:31]=2)[N:26]([CH3:40])[CH:25]=1)=[O:23], predict the reactants needed to synthesize it. The reactants are: C1OCCOCCOCCOCCOCCOC1.[K].[CH3:20][O:21][C:22]([C:24]1[C:32]2[C:27](=[CH:28][C:29]([N:33]3[CH2:38][CH2:37][CH:36]([OH:39])[CH2:35][CH2:34]3)=[CH:30][CH:31]=2)[N:26]([CH3:40])[CH:25]=1)=[O:23].Br[CH2:42][C:43]1[C:44]([C:51]2[C:56]([Cl:57])=[CH:55][CH:54]=[CH:53][C:52]=2[Cl:58])=[N:45][O:46][C:47]=1[CH:48]1[CH2:50][CH2:49]1.[NH4+].[Cl-]. (3) The reactants are: Cl.[F:2][C:3]1[CH:4]=[C:5]([C:10]2[CH:19]=[CH:18][C:17]3[C:12](=[CH:13][CH:14]=[C:15]([O:20]C)[CH:16]=3)[C:11]=2[O:22][C:23]2[CH:37]=[CH:36][C:26]([O:27][CH2:28][CH2:29][N:30]3[CH2:35][CH2:34][CH2:33][CH2:32][CH2:31]3)=[CH:25][CH:24]=2)[CH:6]=[C:7]([F:9])[CH:8]=1.B(Br)(Br)Br.CO. Given the product [F:9][C:7]1[CH:6]=[C:5]([C:10]2[C:11]([O:22][C:23]3[CH:24]=[CH:25][C:26]([O:27][CH2:28][CH2:29][N:30]4[CH2:31][CH2:32][CH2:33][CH2:34][CH2:35]4)=[CH:36][CH:37]=3)=[C:12]3[C:17](=[CH:18][CH:19]=2)[CH:16]=[C:15]([OH:20])[CH:14]=[CH:13]3)[CH:4]=[C:3]([F:2])[CH:8]=1, predict the reactants needed to synthesize it. (4) Given the product [CH3:22][C:23]1[N:27]([CH2:13][C:12]2[CH:15]=[CH:16][C:9]([N+:6]([O-:8])=[O:7])=[CH:10][CH:11]=2)[C:26]2[CH:28]=[CH:29][C:30]([C:32](=[O:41])[NH:33][CH2:34][C:35]3[CH:40]=[CH:39][CH:38]=[CH:37][N:36]=3)=[CH:31][C:25]=2[N:24]=1, predict the reactants needed to synthesize it. The reactants are: CN(C)C=O.[N+:6]([C:9]1[CH:16]=[CH:15][C:12]([CH2:13]Br)=[CH:11][CH:10]=1)([O-:8])=[O:7].C(=O)(O)[O-].[Na+].[CH3:22][C:23]1[NH:24][C:25]2[CH:31]=[C:30]([C:32](=[O:41])[NH:33][CH2:34][C:35]3[CH:40]=[CH:39][CH:38]=[CH:37][N:36]=3)[CH:29]=[CH:28][C:26]=2[N:27]=1.